This data is from Reaction yield outcomes from USPTO patents with 853,638 reactions. The task is: Predict the reaction yield, written as a fraction of the theoretical maximum amount of product (1.0 means a 100% yield; for example, 0.34 means a 34% yield). (1) The reactants are [F:1][C:2]1[CH:3]=[CH:4][C:5]2[N:6]([CH:8]=[C:9]([C:11]([NH:13][C@H:14]3[CH2:19][CH2:18][C@@H:17]([N:20]4[C:25](=[O:26])[C:24]5[CH:27]=[C:28]([F:31])[CH:29]=[N:30][C:23]=5[N:22]([C:32]5[CH:33]=[C:34]([C:38]6[CH:43]=[CH:42][C:41]([CH:44]=O)=[CH:40][CH:39]=6)[CH:35]=[CH:36][CH:37]=5)[C:21]4=[O:46])[CH2:16][CH2:15]3)=[O:12])[N:10]=2)[CH:7]=1.[CH3:47][NH:48][C:49]([CH3:52])([CH3:51])[CH3:50].C(O[BH-](OC(=O)C)OC(=O)C)(=O)C.[Na+].C(OC)(OC)OC. The product is [C:49]([N:48]([CH2:44][C:41]1[CH:42]=[CH:43][C:38]([C:34]2[CH:35]=[CH:36][CH:37]=[C:32]([N:22]3[C:23]4[N:30]=[CH:29][C:28]([F:31])=[CH:27][C:24]=4[C:25](=[O:26])[N:20]([C@@H:17]4[CH2:18][CH2:19][C@H:14]([NH:13][C:11]([C:9]5[N:10]=[C:5]6[CH:4]=[CH:3][C:2]([F:1])=[CH:7][N:6]6[CH:8]=5)=[O:12])[CH2:15][CH2:16]4)[C:21]3=[O:46])[CH:33]=2)=[CH:39][CH:40]=1)[CH3:47])([CH3:52])([CH3:51])[CH3:50]. The catalyst is ClCCCl.CO. The yield is 0.150. (2) The reactants are [CH3:1][N:2]([CH2:4][CH2:5][N:6]1[C:20](=[O:21])[C:15]2=[CH:16][C:17]([NH2:19])=[CH:18][C:13]3[C:14]2=[C:9]([CH:10]=[CH:11][CH:12]=3)[C:7]1=[O:8])[CH3:3].[CH3:22][O:23][C:24]1[CH:29]=[CH:28][C:27]([N:30]=[C:31]=[O:32])=[CH:26][CH:25]=1. The catalyst is C(#N)C. The product is [CH3:3][N:2]([CH3:1])[CH2:4][CH2:5][N:6]1[C:20](=[O:21])[C:15]2[CH:16]=[C:17]([NH:19][C:31]([NH:30][C:27]3[CH:28]=[CH:29][C:24]([O:23][CH3:22])=[CH:25][CH:26]=3)=[O:32])[CH:18]=[C:13]3[C:14]=2[C:9](=[CH:10][CH:11]=[CH:12]3)[C:7]1=[O:8]. The yield is 0.850. (3) The reactants are [F:1][C:2]([F:40])([F:39])[C:3]1[CH:38]=[CH:37][C:6]([CH2:7][N:8]2[CH2:36][CH2:35][C:11]3[NH:12][C:13]4[CH:14]=[CH:15][C:16]([C:19]([NH:21][CH:22]5[CH2:27][CH2:26][N:25](C(OC(C)(C)C)=O)[CH2:24][CH2:23]5)=[O:20])=[CH:17][C:18]=4[C:10]=3[CH2:9]2)=[CH:5][CH:4]=1.C(N(CC)CC)C.[C:48]([C:50]1[CH:55]=[CH:54][C:53]([S:56](Cl)(=[O:58])=[O:57])=[CH:52][CH:51]=1)#[N:49].C(=O)(O)[O-].[Na+]. The catalyst is C(Cl)Cl.C(O)(C(F)(F)F)=O. The product is [C:48]([C:50]1[CH:51]=[CH:52][C:53]([S:56]([N:25]2[CH2:26][CH2:27][CH:22]([NH:21][C:19]([C:16]3[CH:15]=[CH:14][C:13]4[NH:12][C:11]5[CH2:35][CH2:36][N:8]([CH2:7][C:6]6[CH:5]=[CH:4][C:3]([C:2]([F:40])([F:1])[F:39])=[CH:38][CH:37]=6)[CH2:9][C:10]=5[C:18]=4[CH:17]=3)=[O:20])[CH2:23][CH2:24]2)(=[O:58])=[O:57])=[CH:54][CH:55]=1)#[N:49]. The yield is 0.970. (4) The reactants are [NH:1]1[C:9]2[C:4](=[CH:5][CH:6]=[CH:7][CH:8]=2)[C:3]([C:10]2[CH2:11][CH2:12][N:13]([C:16]([O:18][C:19]([CH3:22])([CH3:21])[CH3:20])=[O:17])[CH2:14][CH:15]=2)=[CH:2]1.F[C:24]1[CH:29]=[CH:28][C:27]([N+:30]([O-:32])=[O:31])=[CH:26][CH:25]=1.C([O-])([O-])=O.[Cs+].[Cs+].O. The catalyst is CN(C=O)C. The product is [N+:30]([C:27]1[CH:28]=[CH:29][C:24]([N:1]2[C:9]3[C:4](=[CH:5][CH:6]=[CH:7][CH:8]=3)[C:3]([C:10]3[CH2:11][CH2:12][N:13]([C:16]([O:18][C:19]([CH3:22])([CH3:21])[CH3:20])=[O:17])[CH2:14][CH:15]=3)=[CH:2]2)=[CH:25][CH:26]=1)([O-:32])=[O:31]. The yield is 0.560.